This data is from NCI-60 drug combinations with 297,098 pairs across 59 cell lines. The task is: Regression. Given two drug SMILES strings and cell line genomic features, predict the synergy score measuring deviation from expected non-interaction effect. (1) Drug 1: C1=NC2=C(N=C(N=C2N1C3C(C(C(O3)CO)O)F)Cl)N. Drug 2: CC1CCCC2(C(O2)CC(NC(=O)CC(C(C(=O)C(C1O)C)(C)C)O)C(=CC3=CSC(=N3)C)C)C. Cell line: SF-539. Synergy scores: CSS=54.8, Synergy_ZIP=-0.614, Synergy_Bliss=-1.19, Synergy_Loewe=-2.16, Synergy_HSA=1.94. (2) Drug 2: N.N.Cl[Pt+2]Cl. Cell line: KM12. Drug 1: CC(C)(C#N)C1=CC(=CC(=C1)CN2C=NC=N2)C(C)(C)C#N. Synergy scores: CSS=30.9, Synergy_ZIP=-8.36, Synergy_Bliss=1.08, Synergy_Loewe=2.77, Synergy_HSA=1.83. (3) Drug 1: COC1=C2C(=CC3=C1OC=C3)C=CC(=O)O2. Drug 2: CC12CCC3C(C1CCC2OP(=O)(O)O)CCC4=C3C=CC(=C4)OC(=O)N(CCCl)CCCl.[Na+]. Cell line: CCRF-CEM. Synergy scores: CSS=-2.51, Synergy_ZIP=-0.320, Synergy_Bliss=0.313, Synergy_Loewe=-4.91, Synergy_HSA=-3.80. (4) Drug 1: CC1=C2C(C(=O)C3(C(CC4C(C3C(C(C2(C)C)(CC1OC(=O)C(C(C5=CC=CC=C5)NC(=O)OC(C)(C)C)O)O)OC(=O)C6=CC=CC=C6)(CO4)OC(=O)C)OC)C)OC. Drug 2: CCC1=CC2CC(C3=C(CN(C2)C1)C4=CC=CC=C4N3)(C5=C(C=C6C(=C5)C78CCN9C7C(C=CC9)(C(C(C8N6C)(C(=O)OC)O)OC(=O)C)CC)OC)C(=O)OC.C(C(C(=O)O)O)(C(=O)O)O. Cell line: SK-OV-3. Synergy scores: CSS=54.4, Synergy_ZIP=-1.00, Synergy_Bliss=-2.06, Synergy_Loewe=1.37, Synergy_HSA=3.11. (5) Drug 1: CC(CN1CC(=O)NC(=O)C1)N2CC(=O)NC(=O)C2. Drug 2: CNC(=O)C1=NC=CC(=C1)OC2=CC=C(C=C2)NC(=O)NC3=CC(=C(C=C3)Cl)C(F)(F)F. Cell line: SK-MEL-28. Synergy scores: CSS=16.3, Synergy_ZIP=-8.08, Synergy_Bliss=-4.19, Synergy_Loewe=-8.44, Synergy_HSA=-4.85. (6) Drug 1: C1CC(=O)NC(=O)C1N2CC3=C(C2=O)C=CC=C3N. Drug 2: CC1C(C(CC(O1)OC2CC(CC3=C2C(=C4C(=C3O)C(=O)C5=C(C4=O)C(=CC=C5)OC)O)(C(=O)CO)O)N)O.Cl. Cell line: OVCAR-4. Synergy scores: CSS=38.4, Synergy_ZIP=4.73, Synergy_Bliss=4.90, Synergy_Loewe=2.60, Synergy_HSA=6.78. (7) Drug 1: C1CCN(CC1)CCOC2=CC=C(C=C2)C(=O)C3=C(SC4=C3C=CC(=C4)O)C5=CC=C(C=C5)O. Drug 2: CC1=C(C(=O)C2=C(C1=O)N3CC4C(C3(C2COC(=O)N)OC)N4)N. Cell line: LOX IMVI. Synergy scores: CSS=34.3, Synergy_ZIP=-1.19, Synergy_Bliss=-1.88, Synergy_Loewe=-17.9, Synergy_HSA=-0.525. (8) Drug 1: C#CCC(CC1=CN=C2C(=N1)C(=NC(=N2)N)N)C3=CC=C(C=C3)C(=O)NC(CCC(=O)O)C(=O)O. Drug 2: N.N.Cl[Pt+2]Cl. Cell line: SF-268. Synergy scores: CSS=45.1, Synergy_ZIP=0.551, Synergy_Bliss=0.482, Synergy_Loewe=1.95, Synergy_HSA=1.96. (9) Drug 1: CC1=C2C(C(=O)C3(C(CC4C(C3C(C(C2(C)C)(CC1OC(=O)C(C(C5=CC=CC=C5)NC(=O)OC(C)(C)C)O)O)OC(=O)C6=CC=CC=C6)(CO4)OC(=O)C)O)C)O. Drug 2: C1CCC(C(C1)N)N.C(=O)(C(=O)[O-])[O-].[Pt+4]. Cell line: HT29. Synergy scores: CSS=51.0, Synergy_ZIP=-9.20, Synergy_Bliss=-5.22, Synergy_Loewe=-23.5, Synergy_HSA=-2.42. (10) Cell line: MCF7. Drug 2: CCCCCOC(=O)NC1=NC(=O)N(C=C1F)C2C(C(C(O2)C)O)O. Drug 1: CC1=C(C(CCC1)(C)C)C=CC(=CC=CC(=CC(=O)O)C)C. Synergy scores: CSS=11.8, Synergy_ZIP=-1.81, Synergy_Bliss=3.01, Synergy_Loewe=-8.18, Synergy_HSA=1.78.